Regression/Classification. Given a drug SMILES string, predict its toxicity properties. Task type varies by dataset: regression for continuous values (e.g., LD50, hERG inhibition percentage) or binary classification for toxic/non-toxic outcomes (e.g., AMES mutagenicity, cardiotoxicity, hepatotoxicity). Dataset: ld50_zhu. From a dataset of Acute oral toxicity (LD50) regression data from Zhu et al.. The drug is CC(Oc1ccc(Cl)cc1Cl)C(=O)O. The rat oral LD50 is 2.47, given as -log10 of the dose in mol/kg body weight (higher means more acutely toxic).